From a dataset of Forward reaction prediction with 1.9M reactions from USPTO patents (1976-2016). Predict the product of the given reaction. (1) The product is: [CH3:1][O:2][C:3]([CH:5]1[CH2:9][C@H:8]([O:10][CH2:15][CH:16]2[CH2:18][CH2:17]2)[C@@H:7]([N:11]=[N+:12]=[N-:13])[CH2:6]1)=[O:4]. Given the reactants [CH3:1][O:2][C:3]([C@H:5]1[CH2:9][C@H:8]([OH:10])[C@@H:7]([N:11]=[N+:12]=[N-:13])[CH2:6]1)=[O:4].Br[CH2:15][CH:16]1[CH2:18][CH2:17]1, predict the reaction product. (2) Given the reactants [N:1]([CH2:4][CH2:5][CH2:6][CH2:7][CH2:8][C:9]([O:11]CC)=[O:10])=[N+:2]=[N-:3].[OH-].[K+].O, predict the reaction product. The product is: [N:1]([CH2:4][CH2:5][CH2:6][CH2:7][CH2:8][C:9]([OH:11])=[O:10])=[N+:2]=[N-:3]. (3) Given the reactants Br[C:2]1[CH:3]=[C:4]2[C:8](=[C:9]([C:11]([NH2:13])=[O:12])[CH:10]=1)[NH:7][CH:6]=[C:5]2[CH:14]1[CH2:19][CH2:18][S:17](=[O:21])(=[O:20])[CH2:16][CH2:15]1.CC1(C)C(C)(C)OB([C:30]2[CH:31]=[C:32]([CH:35]=O)[S:33][CH:34]=2)O1.[C:38]([O-:41])([O-])=O.[K+].[K+], predict the reaction product. The product is: [CH3:5][C:14]([O:41][CH2:38][CH2:6][N:7]([CH2:35][C:32]1[S:33][CH:34]=[C:30]([C:2]2[CH:3]=[C:4]3[C:8](=[C:9]([C:11]([NH2:13])=[O:12])[CH:10]=2)[NH:7][CH:6]=[C:5]3[CH:14]2[CH2:19][CH2:18][S:17](=[O:21])(=[O:20])[CH2:16][CH2:15]2)[CH:31]=1)[CH3:8])([CH3:19])[CH3:15].